This data is from Catalyst prediction with 721,799 reactions and 888 catalyst types from USPTO. The task is: Predict which catalyst facilitates the given reaction. (1) Reactant: [CH2:1]([C:3]1[C:25]([F:26])=[C:24]([S:27]([CH3:30])(=[O:29])=[O:28])[CH:23]=[CH:22][C:4]=1[C:5]([N:7]1[CH2:13][C:12]2[CH:14]=[C:15]([C:18]([O:20]C)=[O:19])[CH:16]=[CH:17][C:11]=2[O:10][CH2:9][CH2:8]1)=[O:6])[CH3:2].[OH-].[K+]. Product: [CH2:1]([C:3]1[C:25]([F:26])=[C:24]([S:27]([CH3:30])(=[O:29])=[O:28])[CH:23]=[CH:22][C:4]=1[C:5]([N:7]1[CH2:13][C:12]2[CH:14]=[C:15]([C:18]([OH:20])=[O:19])[CH:16]=[CH:17][C:11]=2[O:10][CH2:9][CH2:8]1)=[O:6])[CH3:2]. The catalyst class is: 5. (2) Reactant: [CH2:1]([O:8][CH2:9][C@@H:10]([C:13]1[CH:18]=[CH:17][C:16](Br)=[CH:15][C:14]=1[CH3:20])[CH2:11][F:12])[C:2]1[CH:7]=[CH:6][CH:5]=[CH:4][CH:3]=1.[Li]CCCC.[B:26](OC)([O:29]C)[O:27]C.Cl. Product: [CH2:1]([O:8][CH2:9][C@@H:10]([C:13]1[CH:18]=[CH:17][C:16]([B:26]([OH:29])[OH:27])=[CH:15][C:14]=1[CH3:20])[CH2:11][F:12])[C:2]1[CH:7]=[CH:6][CH:5]=[CH:4][CH:3]=1. The catalyst class is: 49. (3) Reactant: [Br:1][C:2]1[CH:3]=[C:4]2[C:9](Cl)=[C:8]([C:11]([NH2:13])=[O:12])[CH:7]=[N:6][N:5]2[CH:14]=1.Cl.[NH2:16][C@@H:17]([C:22]1[CH:27]=[CH:26][CH:25]=[CH:24][CH:23]=1)[C:18]([O:20][CH3:21])=[O:19].CCN(C(C)C)C(C)C. Product: [Br:1][C:2]1[CH:3]=[C:4]2[C:9]([NH:16][C@@H:17]([C:22]3[CH:27]=[CH:26][CH:25]=[CH:24][CH:23]=3)[C:18]([O:20][CH3:21])=[O:19])=[C:8]([C:11](=[O:12])[NH2:13])[CH:7]=[N:6][N:5]2[CH:14]=1. The catalyst class is: 514. (4) Reactant: [CH3:1][N:2]1[C:6]2=[N:7][C:8]([O:11][CH2:12][C:13]([OH:15])=O)=[CH:9][CH:10]=[C:5]2[C:4]([C:16]2[CH:21]=[CH:20][CH:19]=[CH:18][CH:17]=2)=[N:3]1.CC(C)N=C=NC(C)C.C1C=CC2N(O)N=NC=2C=1.[CH3:41][C@H:42]([NH2:49])[C:43]1[CH:48]=[CH:47][CH:46]=[CH:45][CH:44]=1. Product: [CH3:1][N:2]1[C:6]2=[N:7][C:8]([O:11][CH2:12][C:13]([NH:49][C@H:42]([C:43]3[CH:48]=[CH:47][CH:46]=[CH:45][CH:44]=3)[CH3:41])=[O:15])=[CH:9][CH:10]=[C:5]2[C:4]([C:16]2[CH:21]=[CH:20][CH:19]=[CH:18][CH:17]=2)=[N:3]1. The catalyst class is: 3. (5) Reactant: [OH:1][C:2]1[CH:7]=[CH:6][C:5]([CH3:8])=[CH:4][C:3]=1[C:9]1[CH2:13][CH2:12][CH2:11][C:10]=1[C:14]1[CH:15]=[C:16]([NH:23][C:24](=[O:27])[CH2:25][CH3:26])[CH:17]=[C:18]([CH:22]=1)[C:19]([OH:21])=[O:20].[F:28][C:29]1[CH:36]=[CH:35][C:32]([CH2:33]Br)=[CH:31][CH:30]=1. Product: [F:28][C:29]1[CH:36]=[CH:35][C:32]([CH2:33][O:20][C:19](=[O:21])[C:18]2[CH:22]=[C:14]([C:10]3[CH2:11][CH2:12][CH2:13][C:9]=3[C:3]3[CH:4]=[C:5]([CH3:8])[CH:6]=[CH:7][C:2]=3[O:1][CH2:33][C:32]3[CH:35]=[CH:36][C:29]([F:28])=[CH:30][CH:31]=3)[CH:15]=[C:16]([NH:23][C:24](=[O:27])[CH2:25][CH3:26])[CH:17]=2)=[CH:31][CH:30]=1. The catalyst class is: 21. (6) Reactant: Cl[CH2:2][C:3]([NH:5][CH2:6][C:7]1([CH3:31])[CH2:16][C:15]2[C:10](=[C:11]3[CH2:22][C:21]([CH3:24])([CH3:23])[O:20][C:12]3=[C:13]([O:17][CH2:18][CH3:19])[CH:14]=2)[C:9]([C:25]2[CH:30]=[CH:29][CH:28]=[CH:27][CH:26]=2)=[N:8]1)=[O:4].[CH3:32][NH:33][CH3:34].O. Product: [CH2:18]([O:17][C:13]1[CH:14]=[C:15]2[C:10](=[C:11]3[CH2:22][C:21]([CH3:24])([CH3:23])[O:20][C:12]=13)[C:9]([C:25]1[CH:30]=[CH:29][CH:28]=[CH:27][CH:26]=1)=[N:8][C:7]([CH2:6][NH:5][C:3](=[O:4])[CH2:2][N:33]([CH3:34])[CH3:32])([CH3:31])[CH2:16]2)[CH3:19]. The catalyst class is: 7.